Dataset: Catalyst prediction with 721,799 reactions and 888 catalyst types from USPTO. Task: Predict which catalyst facilitates the given reaction. (1) Reactant: [C:1]([N:5]1[CH2:9][C@@H:8]([C:10]2[CH:15]=[CH:14][C:13]([F:16])=[CH:12][C:11]=2[F:17])[C@H:7]([C:18]([N:20]2[CH2:25][CH:24]=[C:23]([C:26]3[CH:31]=[CH:30][C:29]([Cl:32])=[CH:28][C:27]=3[CH2:33][C:34]([O:36][CH3:37])=[O:35])[CH2:22][CH2:21]2)=[O:19])[CH2:6]1)([CH3:4])([CH3:3])[CH3:2]. Product: [C:1]([N:5]1[CH2:9][C@@H:8]([C:10]2[CH:15]=[CH:14][C:13]([F:16])=[CH:12][C:11]=2[F:17])[C@H:7]([C:18]([N:20]2[CH2:25][CH2:24][CH:23]([C:26]3[CH:31]=[CH:30][C:29]([Cl:32])=[CH:28][C:27]=3[CH2:33][C:34]([O:36][CH3:37])=[O:35])[CH2:22][CH2:21]2)=[O:19])[CH2:6]1)([CH3:4])([CH3:3])[CH3:2]. The catalyst class is: 865. (2) Reactant: [CH2:1]([O:3][CH:4]([O:32][CH2:33][CH3:34])[C:5]#[C:6][C:7](=[N:12][C:13]([C:26]1[CH:31]=[CH:30][CH:29]=[CH:28][CH:27]=1)([C:20]1[CH:25]=[CH:24][CH:23]=[CH:22][CH:21]=1)[C:14]1[CH:19]=[CH:18][CH:17]=[CH:16][CH:15]=1)[C:8](F)(F)[F:9])[CH3:2].[Cl:35][C:36]1[CH:41]=[CH:40][C:39]([CH2:42][NH2:43])=[C:38]([F:44])[C:37]=1[O:45][CH3:46].C(=O)([O-])[O-].[Cs+].[Cs+].O. Product: [Cl:35][C:36]1[CH:41]=[CH:40][C:39]([C:42]2[C:8]([F:9])=[C:7]([NH:12][C:13]([C:26]3[CH:27]=[CH:28][CH:29]=[CH:30][CH:31]=3)([C:20]3[CH:21]=[CH:22][CH:23]=[CH:24][CH:25]=3)[C:14]3[CH:19]=[CH:18][CH:17]=[CH:16][CH:15]=3)[CH:6]=[C:5]([CH:4]([O:3][CH2:1][CH3:2])[O:32][CH2:33][CH3:34])[N:43]=2)=[C:38]([F:44])[C:37]=1[O:45][CH3:46]. The catalyst class is: 7. (3) Reactant: [H-].[Na+].[CH2:3]([OH:10])[C:4]1[CH:9]=[CH:8][CH:7]=[CH:6][CH:5]=1.[Br:11][C:12]1[CH:17]=[C:16](F)[CH:15]=[C:14]([F:19])[CH:13]=1.O. Product: [Br:11][C:12]1[CH:17]=[C:16]([O:10][CH2:3][C:4]2[CH:9]=[CH:8][CH:7]=[CH:6][CH:5]=2)[CH:15]=[C:14]([F:19])[CH:13]=1. The catalyst class is: 1. (4) Reactant: [Cl:1][C:2]1[C:3]([F:22])=[C:4]([CH:19]=[CH:20][CH:21]=1)[NH:5][C:6]1[C:15]2[C:10](=[CH:11][C:12]([O:17][CH3:18])=[C:13]([OH:16])[CH:14]=2)[N:9]=[CH:8][N:7]=1.[CH3:23][N:24]1[CH2:28][CH2:27][CH:26](O)[CH2:25]1.C1(P(C2C=CC=CC=2)C2C=CC=CC=2)C=CC=CC=1.N(C(OC(C)(C)C)=O)=NC(OC(C)(C)C)=O. Product: [Cl:1][C:2]1[C:3]([F:22])=[C:4]([CH:19]=[CH:20][CH:21]=1)[NH:5][C:6]1[C:15]2[C:10](=[CH:11][C:12]([O:17][CH3:18])=[C:13]([O:16][CH:26]3[CH2:27][CH2:28][N:24]([CH3:23])[CH2:25]3)[CH:14]=2)[N:9]=[CH:8][N:7]=1. The catalyst class is: 2. (5) Reactant: Cl[C:2]1[CH:3]=[CH:4][C:5]2[O:6][CH2:7][CH2:8][C:9]3[CH:15]=[C:14]([C:16]4[N:17]([C:21]5[CH:26]=[CH:25][C:24]([F:27])=[CH:23][C:22]=5[F:28])[N:18]=[CH:19][N:20]=4)[S:13][C:10]=3[C:11]=2[N:12]=1.[CH3:29][N:30](C)C=O. Product: [C:29]([C:2]1[CH:3]=[CH:4][C:5]2[O:6][CH2:7][CH2:8][C:9]3[CH:15]=[C:14]([C:16]4[N:17]([C:21]5[CH:26]=[CH:25][C:24]([F:27])=[CH:23][C:22]=5[F:28])[N:18]=[CH:19][N:20]=4)[S:13][C:10]=3[C:11]=2[N:12]=1)#[N:30]. The catalyst class is: 267.